This data is from Reaction yield outcomes from USPTO patents with 853,638 reactions. The task is: Predict the reaction yield, written as a fraction of the theoretical maximum amount of product (1.0 means a 100% yield; for example, 0.34 means a 34% yield). (1) The reactants are [O:1]=[C:2]1[NH:7][CH:6]=[N:5][C:4]([CH2:8][CH2:9][CH3:10])=[C:3]1[CH2:11][C:12]1[CH:17]=[CH:16][C:15]([C:18]2[C:19]([C:24]#[N:25])=[CH:20][CH:21]=[CH:22][CH:23]=2)=[CH:14][CH:13]=1.[CH:26]([O:29][C:30]1[CH:35]=[CH:34][C:33](B(O)O)=[CH:32][CH:31]=1)([CH3:28])[CH3:27].C(N(CC)CC)C.N1C=CC=CC=1. The product is [CH:26]([O:29][C:30]1[CH:35]=[CH:34][C:33]([N:7]2[C:2](=[O:1])[C:3]([CH2:11][C:12]3[CH:17]=[CH:16][C:15]([C:18]4[C:19]([C:24]#[N:25])=[CH:20][CH:21]=[CH:22][CH:23]=4)=[CH:14][CH:13]=3)=[C:4]([CH2:8][CH2:9][CH3:10])[N:5]=[CH:6]2)=[CH:32][CH:31]=1)([CH3:28])[CH3:27]. The yield is 0.440. The catalyst is C([O-])(=O)C.[Cu+2].C([O-])(=O)C.C(OCC)(=O)C.C(Cl)Cl. (2) The reactants are [CH2:1]([O:8][C:9]1[CH:14]=[CH:13][N:12]([C:15]2[CH:16]=[CH:17][C:18]3[C:19]4[CH2:31][N:30](C(OC(C)(C)C)=O)[CH2:29][CH2:28][C:20]=4[N:21]([CH2:24][O:25][CH2:26][CH3:27])[C:22]=3[CH:23]=2)[C:11](=[O:39])[CH:10]=1)[C:2]1[CH:7]=[CH:6][CH:5]=[CH:4][CH:3]=1.Cl. The catalyst is CCO.CCOCC. The product is [CH2:1]([O:8][C:9]1[CH:14]=[CH:13][N:12]([C:15]2[CH:16]=[CH:17][C:18]3[C:19]4[CH2:31][NH:30][CH2:29][CH2:28][C:20]=4[N:21]([CH2:24][O:25][CH2:26][CH3:27])[C:22]=3[CH:23]=2)[C:11](=[O:39])[CH:10]=1)[C:2]1[CH:3]=[CH:4][CH:5]=[CH:6][CH:7]=1. The yield is 0.730. (3) The product is [F:13][C:14]1[CH:21]=[CH:20][CH:19]=[C:18]([O:10][CH:2]([C:3]2[CH:8]=[CH:7][C:6]([F:9])=[CH:5][CH:4]=2)[CH3:1])[C:15]=1[C:16]#[N:17]. The catalyst is CN(C)C=O. The yield is 0.780. The reactants are [CH3:1][CH:2]([OH:10])[C:3]1[CH:8]=[CH:7][C:6]([F:9])=[CH:5][CH:4]=1.[H-].[Na+].[F:13][C:14]1[CH:21]=[CH:20][CH:19]=[C:18](F)[C:15]=1[C:16]#[N:17]. (4) The reactants are O=C1CCC(=O)N1O[C:9]([NH:11][C:12]1[CH:28]=[CH:27][C:15]([O:16][CH2:17][CH2:18][NH:19]C(=O)OC(C)(C)C)=[C:14]([C:29]2[N:33]([CH3:34])[N:32]=[CH:31][CH:30]=2)[CH:13]=1)=[O:10].CN(C)C=O.[Cl:40][C:41]1[CH:49]=[CH:48][CH:47]=[C:46]2[C:42]=1[CH2:43][CH2:44][NH:45]2.Cl.CCOCC. The catalyst is Cl. The product is [NH2:19][CH2:18][CH2:17][O:16][C:15]1[CH:27]=[CH:28][C:12]([NH:11][C:9]([N:45]2[C:46]3[C:42](=[C:41]([Cl:40])[CH:49]=[CH:48][CH:47]=3)[CH2:43][CH2:44]2)=[O:10])=[CH:13][C:14]=1[C:29]1[N:33]([CH3:34])[N:32]=[CH:31][CH:30]=1. The yield is 0.435. (5) The product is [CH:17]1([O:16][CH2:15][CH2:14][CH:11]2[CH2:10][CH2:9][NH:8][CH2:13][CH2:12]2)[CH2:22][CH2:21][CH2:20][CH2:19][CH2:18]1. The yield is 0.300. The reactants are C(OC([N:8]1[CH2:13][CH2:12][CH:11]([CH2:14][CH2:15][O:16][CH:17]2[CH2:22][CH2:21][CH2:20][CH2:19][CH2:18]2)[CH2:10][CH2:9]1)=O)(C)(C)C.Cl.CCOCC. The catalyst is CO. (6) The reactants are [N:1]1[N:5]2[CH:6]=[CH:7][CH:8]=[N:9][C:4]2=[C:3]([C:10]([OH:12])=O)[CH:2]=1.[CH3:13][O:14][C:15]1[CH:22]=[CH:21][C:18]([C:19]#[N:20])=[CH:17][N:16]=1.Cl[C:24]1(OC)[N:29]=C(OC)N=CN1.C[N:35]1[CH2:40]COCC1.[C:41](#[N:43])C. No catalyst specified. The product is [C:19]([C:18]1[CH:21]=[C:22]([C:41]2[C:24]([NH:29][C:10]([C:3]3[CH:2]=[N:1][N:5]4[CH:6]=[CH:7][CH:8]=[N:9][C:4]=34)=[O:12])=[CH:40][NH:35][N:43]=2)[C:15]([O:14][CH3:13])=[N:16][CH:17]=1)#[N:20]. The yield is 0.150.